Dataset: Forward reaction prediction with 1.9M reactions from USPTO patents (1976-2016). Task: Predict the product of the given reaction. (1) Given the reactants [CH:1]([N:4]1[CH2:9][CH2:8][C:7](=[O:10])[CH2:6][CH2:5]1)([CH3:3])[CH3:2].[BH4-].[Na+], predict the reaction product. The product is: [CH:1]([N:4]1[CH2:9][CH2:8][CH:7]([OH:10])[CH2:6][CH2:5]1)([CH3:3])[CH3:2]. (2) Given the reactants [CH3:1]C(C)([O-])C.[K+].[CH:7]([C:9]1[CH:10]=[CH:11][CH:12]=[C:13]2[C:17]=1[NH:16][CH:15]=[CH:14]2)=O, predict the reaction product. The product is: [CH:7]([C:9]1[CH:10]=[CH:11][CH:12]=[C:13]2[C:17]=1[NH:16][CH:15]=[CH:14]2)=[CH2:1]. (3) Given the reactants C([O-])=O.[NH4+].[C:5]([O:9][C:10]([NH:12][C@@H:13]1[CH2:18][CH2:17][CH2:16][N:15]([C:19]2[N:40](CC3C=CC=CC=3Cl)[C:22]3[C:23](=[O:39])[N:24]([CH3:38])[C:25]4[CH:26]=[C:27]([C:31]([O:33][C:34]([CH3:37])([CH3:36])[CH3:35])=[O:32])[CH:28]=[CH:29][C:30]=4[C:21]=3[N:20]=2)[CH2:14]1)=[O:11])([CH3:8])([CH3:7])[CH3:6], predict the reaction product. The product is: [C:5]([O:9][C:10]([NH:12][C@@H:13]1[CH2:18][CH2:17][CH2:16][N:15]([C:19]2[NH:40][C:22]3[C:23](=[O:39])[N:24]([CH3:38])[C:25]4[CH:26]=[C:27]([C:31]([O:33][C:34]([CH3:37])([CH3:36])[CH3:35])=[O:32])[CH:28]=[CH:29][C:30]=4[C:21]=3[N:20]=2)[CH2:14]1)=[O:11])([CH3:8])([CH3:6])[CH3:7]. (4) Given the reactants Cl[C:2]1[C:7]([NH:8][C:9](=O)[C:10]2[CH:15]=[CH:14][CH:13]=[CH:12][C:11]=2[N+:16]([O-:18])=[O:17])=[CH:6][C:5]([CH3:20])=[CH:4][N:3]=1.P12(SP3(SP(SP(S3)(S1)=S)(=S)S2)=S)=[S:22], predict the reaction product. The product is: [CH3:20][C:5]1[CH:6]=[C:7]2[N:8]=[C:9]([C:10]3[CH:15]=[CH:14][CH:13]=[CH:12][C:11]=3[N+:16]([O-:18])=[O:17])[S:22][C:2]2=[N:3][CH:4]=1. (5) The product is: [NH:7]1[C:15]2[C:10](=[C:11]([N:16]3[C:25]4[CH:24]=[CH:23][C:22]5[CH2:26][CH2:27][CH2:28][CH2:29][C:21]=5[C:20]=4[NH:19][C:18](=[O:30])[C:17]3=[O:31])[CH:12]=[CH:13][CH:14]=2)[CH:9]=[CH:8]1. Given the reactants C[Si](C)(C)CCOC[N:7]1[C:15]2[C:10](=[C:11]([N:16]3[C:25]4[CH:24]=[CH:23][C:22]5[CH2:26][CH2:27][CH2:28][CH2:29][C:21]=5[C:20]=4[NH:19][C:18](=[O:30])[C:17]3=[O:31])[CH:12]=[CH:13][CH:14]=2)[CH:9]=[CH:8]1.[F-].C([N+](CCCC)(CCCC)CCCC)CCC.O1CCCC1.C(N)CN, predict the reaction product. (6) Given the reactants CC(C)([O-])C.[K+].[Cl-].[CH3:8][O:9][CH2:10][P+](C1C=CC=CC=1)(C1C=CC=CC=1)C1C=CC=CC=1.[F:30][C:31]([F:49])([F:48])[C:32]1[CH:37]=[CH:36][C:35]([C:38]2[CH:43]=[CH:42][C:41]([C:44](=O)[CH2:45][CH3:46])=[CH:40][CH:39]=2)=[CH:34][CH:33]=1, predict the reaction product. The product is: [CH3:8][O:9][CH:10]=[C:44]([C:41]1[CH:42]=[CH:43][C:38]([C:35]2[CH:36]=[CH:37][C:32]([C:31]([F:49])([F:48])[F:30])=[CH:33][CH:34]=2)=[CH:39][CH:40]=1)[CH2:45][CH3:46]. (7) Given the reactants [NH2:1][CH2:2][CH:3]1[CH2:12][CH2:11][CH2:10][C:9]2[C:8]([O:13][C:14]3[CH:22]=[CH:21][C:17]([C:18]([NH2:20])=[O:19])=[CH:16][N:15]=3)=[CH:7][CH:6]=[CH:5][C:4]1=2.[O:23]1[CH2:28][CH2:27][C:26](=O)[CH2:25][CH2:24]1.[BH3-]C#N.[Na+], predict the reaction product. The product is: [O:23]1[CH2:28][CH2:27][CH:26]([NH:1][CH2:2][CH:3]2[CH2:12][CH2:11][CH2:10][C:9]3[C:8]([O:13][C:14]4[CH:22]=[CH:21][C:17]([C:18]([NH2:20])=[O:19])=[CH:16][N:15]=4)=[CH:7][CH:6]=[CH:5][C:4]2=3)[CH2:25][CH2:24]1. (8) The product is: [O:1]1[CH:6]([C:7]([NH:9][C:10]2[CH:31]=[CH:30][C:13]([CH2:14][N:15]3[C:23]4[C:18](=[CH:19][CH:20]=[CH:21][CH:22]=4)[C:17]([CH2:24][C:25]([OH:27])=[O:26])=[N:16]3)=[CH:12][CH:11]=2)=[O:8])[CH2:5][O:4][C:3]2[CH:32]=[CH:33][CH:34]=[CH:35][C:2]1=2. Given the reactants [O:1]1[CH:6]([C:7]([NH:9][C:10]2[CH:31]=[CH:30][C:13]([CH2:14][N:15]3[C:23]4[C:18](=[CH:19][CH:20]=[CH:21][CH:22]=4)[C:17]([CH2:24][C:25]([O:27]CC)=[O:26])=[N:16]3)=[CH:12][CH:11]=2)=[O:8])[CH2:5][O:4][C:3]2[CH:32]=[CH:33][CH:34]=[CH:35][C:2]1=2.O.[OH-].[Li+].O.Cl, predict the reaction product.